Dataset: NCI-60 drug combinations with 297,098 pairs across 59 cell lines. Task: Regression. Given two drug SMILES strings and cell line genomic features, predict the synergy score measuring deviation from expected non-interaction effect. (1) Drug 1: CC(C1=C(C=CC(=C1Cl)F)Cl)OC2=C(N=CC(=C2)C3=CN(N=C3)C4CCNCC4)N. Drug 2: C1C(C(OC1N2C=NC3=C(N=C(N=C32)Cl)N)CO)O. Cell line: SNB-75. Synergy scores: CSS=0.321, Synergy_ZIP=-0.0391, Synergy_Bliss=0.354, Synergy_Loewe=-1.25, Synergy_HSA=-1.11. (2) Drug 1: CC(C)(C#N)C1=CC(=CC(=C1)CN2C=NC=N2)C(C)(C)C#N. Drug 2: C1=CC=C(C=C1)NC(=O)CCCCCCC(=O)NO. Cell line: SK-MEL-5. Synergy scores: CSS=17.6, Synergy_ZIP=-0.284, Synergy_Bliss=-0.139, Synergy_Loewe=-4.25, Synergy_HSA=-4.36. (3) Drug 1: CC1=C(C=C(C=C1)NC(=O)C2=CC=C(C=C2)CN3CCN(CC3)C)NC4=NC=CC(=N4)C5=CN=CC=C5. Drug 2: C(CCl)NC(=O)N(CCCl)N=O. Cell line: SW-620. Synergy scores: CSS=-0.170, Synergy_ZIP=-0.654, Synergy_Bliss=-1.73, Synergy_Loewe=-12.6, Synergy_HSA=-7.85. (4) Drug 1: CC1=CC=C(C=C1)C2=CC(=NN2C3=CC=C(C=C3)S(=O)(=O)N)C(F)(F)F. Drug 2: C1C(C(OC1N2C=C(C(=O)NC2=O)F)CO)O. Cell line: OVCAR-8. Synergy scores: CSS=12.9, Synergy_ZIP=-6.02, Synergy_Bliss=1.14, Synergy_Loewe=-18.7, Synergy_HSA=-1.01.